Task: Predict which catalyst facilitates the given reaction.. Dataset: Catalyst prediction with 721,799 reactions and 888 catalyst types from USPTO Reactant: [OH:1][CH2:2][C:3]([CH3:9])([CH3:8])[C:4]([O:6][CH3:7])=[O:5].O[C:11]1[CH:21]=[CH:20][CH:19]=[C:13]2[C:14]([NH:16][C:17](=[O:18])[C:12]=12)=[O:15].C1(P(C2C=CC=CC=2)C2C=CC=CC=2)C=CC=CC=1.N(C(OC(C)C)=O)=NC(OC(C)C)=O. Product: [CH3:7][O:6][C:4](=[O:5])[C:3]([CH3:9])([CH3:8])[CH2:2][O:1][N:16]1[C:17](=[O:18])[C:12]2[C:13](=[CH:19][CH:20]=[CH:21][CH:11]=2)[C:14]1=[O:15]. The catalyst class is: 7.